This data is from Forward reaction prediction with 1.9M reactions from USPTO patents (1976-2016). The task is: Predict the product of the given reaction. (1) Given the reactants Br[C:2]1[CH:3]=[N:4][CH:5]=[C:6]([CH:9]=1)[C:7]#[N:8].CCN(CC)CC.[CH3:17][Si:18]([C:21]#[CH:22])([CH3:20])[CH3:19], predict the reaction product. The product is: [CH3:17][Si:18]([C:21]#[C:22][C:2]1[CH:3]=[N:4][CH:5]=[C:6]([CH:9]=1)[C:7]#[N:8])([CH3:20])[CH3:19]. (2) The product is: [OH:1][C:2]12[CH2:11][CH:6]3[CH2:7][CH:8]([CH2:10][C:4]([CH:12]([OH:14])[CH3:13])([CH2:5]3)[CH2:3]1)[CH2:9]2. Given the reactants [OH:1][C:2]12[CH2:11][CH:6]3[CH2:7][CH:8]([CH2:10][C:4]([C:12](=[O:14])[CH3:13])([CH2:5]3)[CH2:3]1)[CH2:9]2.B.[Na], predict the reaction product. (3) Given the reactants Br[C:2]1[CH:3]=[C:4]([C:11]2[N:16]=[C:15]([C:17]([O:19][CH2:20][CH3:21])=[O:18])[CH:14]=[CH:13][CH:12]=2)[C:5]2[O:9][CH2:8][CH2:7][C:6]=2[CH:10]=1.[C:22]([C@:24]1([OH:31])[CH2:28][CH2:27][N:26]([CH3:29])[C:25]1=[O:30])#[CH:23], predict the reaction product. The product is: [OH:31][C@@:24]1([C:22]#[C:23][C:2]2[CH:3]=[C:4]([C:11]3[N:16]=[C:15]([C:17]([O:19][CH2:20][CH3:21])=[O:18])[CH:14]=[CH:13][CH:12]=3)[C:5]3[O:9][CH2:8][CH2:7][C:6]=3[CH:10]=2)[CH2:28][CH2:27][N:26]([CH3:29])[C:25]1=[O:30]. (4) Given the reactants [Br:1][C:2]1[S:6][C:5]([C:7](=O)[C:8]([CH3:13])=[CH:9]N(C)C)=[CH:4][CH:3]=1.[NH2:15][C:16]([NH2:18])=[S:17].[CH3:19]C(C)([O-])C.[K+].IC, predict the reaction product. The product is: [Br:1][C:2]1[S:6][C:5]([C:7]2[C:8]([CH3:13])=[CH:9][N:18]=[C:16]([S:17][CH3:19])[N:15]=2)=[CH:4][CH:3]=1.